Dataset: Reaction yield outcomes from USPTO patents with 853,638 reactions. Task: Predict the reaction yield, written as a fraction of the theoretical maximum amount of product (1.0 means a 100% yield; for example, 0.34 means a 34% yield). (1) The reactants are [CH2:1]([O:8][C:9]1[C:10](=[O:22])[CH:11]=[C:12]([CH:16]([OH:21])[C:17]([F:20])([F:19])[F:18])[N:13]([CH3:15])[CH:14]=1)[C:2]1[CH:7]=[CH:6][CH:5]=[CH:4][CH:3]=1.C(=O)(O)[O-:24].[Na+].Br([O-])(=O)=O.[K+].CC1(C)N([O])C(C)(C)CCC1.Cl[O-].[Na+].C(O)C(N)(CO)CO.C(N(CC(O)=O)CC(O)=O)CN(CC(O)=O)CC(O)=O. The catalyst is CC(C)=O.O.ClCCl.[Cl-].[Na+].O.CC#N. The product is [CH2:1]([O:8][C:9]1[C:10](=[O:22])[CH:11]=[C:12]([C:16]([OH:24])([OH:21])[C:17]([F:20])([F:18])[F:19])[N:13]([CH3:15])[CH:14]=1)[C:2]1[CH:7]=[CH:6][CH:5]=[CH:4][CH:3]=1. The yield is 0.730. (2) The reactants are Cl.Cl[C:3]1[N:12]=[C:11]([N:13]([C:15]2[CH:20]=[CH:19][C:18]([O:21][CH3:22])=[CH:17][CH:16]=2)[CH3:14])[C:10]2[C:5](=[CH:6][CH:7]=[CH:8][CH:9]=2)[N:4]=1.[CH3:23][NH:24][CH2:25][CH2:26][NH:27][CH3:28]. The catalyst is C(O)CCC. The product is [CH3:22][O:21][C:18]1[CH:19]=[CH:20][C:15]([N:13]([CH3:14])[C:11]2[C:10]3[C:5](=[CH:6][CH:7]=[CH:8][CH:9]=3)[N:4]=[C:3]([N:24]([CH3:23])[CH2:25][CH2:26][NH:27][CH3:28])[N:12]=2)=[CH:16][CH:17]=1. The yield is 0.800. (3) The reactants are Cl.[CH2:2]([O:4][P:5]([C:10]([C:13]1[CH:18]=[CH:17][C:16]([CH2:19][NH:20][CH2:21][C:22]2[CH:27]=[CH:26][C:25]([C:28]([P:31]([O:36][CH2:37][CH3:38])([O:33][CH2:34][CH3:35])=[O:32])([F:30])[F:29])=[CH:24][CH:23]=2)=[CH:15][CH:14]=1)([F:12])[F:11])(=[O:9])[O:6][CH2:7][CH3:8])[CH3:3].[N:39]([CH2:42][C:43]1[CH:48]=[CH:47][CH:46]=[CH:45][CH:44]=1)=[C:40]=[O:41].CCN(CC)CC. The catalyst is C(Cl)Cl. The product is [CH2:37]([O:36][P:31]([C:28]([C:25]1[CH:26]=[CH:27][C:22]([CH2:21][N:20]([CH2:19][C:16]2[CH:15]=[CH:14][C:13]([C:10]([P:5]([O:6][CH2:7][CH3:8])([O:4][CH2:2][CH3:3])=[O:9])([F:11])[F:12])=[CH:18][CH:17]=2)[C:40]([NH:39][CH2:42][C:43]2[CH:48]=[CH:47][CH:46]=[CH:45][CH:44]=2)=[O:41])=[CH:23][CH:24]=1)([F:30])[F:29])(=[O:32])[O:33][CH2:34][CH3:35])[CH3:38]. The yield is 0.390.